From a dataset of Catalyst prediction with 721,799 reactions and 888 catalyst types from USPTO. Predict which catalyst facilitates the given reaction. (1) Product: [NH:37]1[C:33]2=[N:34][CH:35]=[CH:36][C:31]([CH2:30][NH:29][C:24]3[N:25]=[CH:26][CH:27]=[CH:28][C:23]=3[C:21]([NH:20][C:12]3[CH:11]=[C:10]4[C:15]([C:16]([CH3:19])([CH3:18])[CH2:17][NH:8][CH2:9]4)=[CH:14][CH:13]=3)=[O:22])=[C:32]2[CH2:39][CH2:38]1. Reactant: C(OC([N:8]1[CH2:17][C:16]([CH3:19])([CH3:18])[C:15]2[C:10](=[CH:11][C:12]([NH:20][C:21]([C:23]3[C:24]([NH:29][CH2:30][C:31]4[CH:36]=[CH:35][N:34]=[C:33]5[NH:37][CH2:38][CH2:39][C:32]=45)=[N:25][CH:26]=[CH:27][CH:28]=3)=[O:22])=[CH:13][CH:14]=2)[CH2:9]1)=O)(C)(C)C.Cl.C([O-])(O)=O.[Na+]. The catalyst class is: 12. (2) Reactant: [NH:1]1[CH:5]=[C:4]([C:6]2[N:11]3[N:12]=[C:13]([NH:15][C:16]4[CH:21]=[CH:20][C:19]([O:22][CH2:23][CH2:24][N:25]5[CH2:29][CH2:28][CH2:27][CH2:26]5)=[CH:18][CH:17]=4)[N:14]=[C:10]3[CH:9]=[CH:8][CH:7]=2)[CH:3]=[N:2]1.C(=O)([O-])[O-].[K+].[K+].Cl[CH:37]([OH:39])[CH3:38]. Product: [N:25]1([CH2:24][CH2:23][O:22][C:19]2[CH:18]=[CH:17][C:16]([NH:15][C:13]3[N:14]=[C:10]4[CH:9]=[CH:8][CH:7]=[C:6]([C:4]5[CH:3]=[N:2][N:1]([CH2:38][CH2:37][OH:39])[CH:5]=5)[N:11]4[N:12]=3)=[CH:21][CH:20]=2)[CH2:29][CH2:28][CH2:27][CH2:26]1. The catalyst class is: 9. (3) Reactant: [CH2:1]([O:3][C:4](=[O:11])[C:5](=O)[CH2:6][C:7](=[O:9])[CH3:8])[CH3:2].Cl.[NH2:13]O.C(=O)([O-])O.[Na+]. Product: [CH2:1]([O:3][C:4]([C:5]1[CH:6]=[C:7]([CH3:8])[O:9][N:13]=1)=[O:11])[CH3:2]. The catalyst class is: 8. (4) Product: [Cl:1][C:2]1[CH:3]=[C:4]([CH:16]=[CH:17][CH:18]=1)[C:5]([N:7]([CH2:12][C:13]([N:28]1[CH2:29][C:30](=[O:31])[N:26]([C:23]2[CH:24]=[CH:25][C:20]([Cl:19])=[CH:21][CH:22]=2)[CH2:27]1)=[O:15])[CH2:8][CH2:9][O:10][CH3:11])=[O:6]. Reactant: [Cl:1][C:2]1[CH:3]=[C:4]([CH:16]=[CH:17][CH:18]=1)[C:5]([N:7]([CH2:12][C:13]([OH:15])=O)[CH2:8][CH2:9][O:10][CH3:11])=[O:6].[Cl:19][C:20]1[CH:25]=[CH:24][C:23]([N:26]2[C:30](=[O:31])[CH2:29][NH:28][CH2:27]2)=[CH:22][CH:21]=1.F[P-](F)(F)(F)(F)F.N1(O[P+](N(C)C)(N(C)C)N(C)C)C2C=CC=CC=2N=N1. The catalyst class is: 37. (5) Reactant: [OH:1][CH2:2][CH2:3][CH2:4][CH2:5][CH2:6][O:7][CH2:8][CH2:9][CH2:10][NH:11][C:12](=[O:18])[O:13][C:14]([CH3:17])([CH3:16])[CH3:15].CCN(C(C)C)C(C)C.[S:28](Cl)([C:31]1[CH:37]=[CH:36][C:34]([CH3:35])=[CH:33][CH:32]=1)(=[O:30])=[O:29]. Product: [CH3:35][C:34]1[CH:36]=[CH:37][C:31]([S:28]([O:1][CH2:2][CH2:3][CH2:4][CH2:5][CH2:6][O:7][CH2:8][CH2:9][CH2:10][NH:11][C:12](=[O:18])[O:13][C:14]([CH3:15])([CH3:17])[CH3:16])(=[O:30])=[O:29])=[CH:32][CH:33]=1. The catalyst class is: 172. (6) Reactant: [Br:1][C:2]1[CH:11]=[CH:10][C:9]2[C:4](=[C:5]([N+:12]([O-])=O)[CH:6]=[CH:7][CH:8]=2)[CH:3]=1. Product: [NH2:12][C:5]1[CH:6]=[CH:7][CH:8]=[C:9]2[C:4]=1[CH:3]=[C:2]([Br:1])[CH:11]=[CH:10]2. The catalyst class is: 693. (7) Reactant: ClC1C=C(C=CC=1)C(OO)=[O:6].[N:12]1[CH:21]=[CH:20][CH:19]=[C:18]2[C:13]=1[C:14]1[N:24]3[O:25][CH2:26][CH2:27][CH2:28][C:23]3=[N:22][C:15]=1[CH:16]=[N:17]2. Product: [N:12]1[CH:21]=[CH:20][CH:19]=[C:18]2[C:13]=1[C:14]1[N:24]3[O:25][CH2:26][CH2:27][CH2:28][C:23]3=[N:22][C:15]=1[CH:16]=[N+:17]2[O-:6]. The catalyst class is: 4. (8) Reactant: Br[C:2]1[C:11]([F:12])=[CH:10][C:9]2[N:8]=[CH:7][C:6]3[N:13]=[C:14]([CH3:30])[N:15]([CH:16]4[CH2:21][CH2:20][N:19]([C:22]([O:24][C:25]([CH3:28])([CH3:27])[CH3:26])=[O:23])[CH2:18][CH:17]4[F:29])[C:5]=3[C:4]=2[CH:3]=1.[Cl:31][C:32]1[CH:33]=[C:34]([CH:42]=[CH:43][C:44]=1B1OC(C)(C)C(C)(C)O1)[O:35][C:36]1[N:41]=[CH:40][CH:39]=[CH:38][N:37]=1.C([O-])([O-])=O.[Na+].[Na+].CO.C(Cl)Cl. Product: [Cl:31][C:32]1[CH:33]=[C:34]([O:35][C:36]2[N:37]=[CH:38][CH:39]=[CH:40][N:41]=2)[CH:42]=[CH:43][C:44]=1[C:2]1[C:11]([F:12])=[CH:10][C:9]2[N:8]=[CH:7][C:6]3[N:13]=[C:14]([CH3:30])[N:15]([C@H:16]4[CH2:21][CH2:20][N:19]([C:22]([O:24][C:25]([CH3:27])([CH3:28])[CH3:26])=[O:23])[CH2:18][C@@H:17]4[F:29])[C:5]=3[C:4]=2[CH:3]=1. The catalyst class is: 335. (9) Reactant: C1(P(C2C=CC=CC=2)C2C3[O:20][C:19]4[C:14](=[CH:15][CH:16]=[CH:17][C:18]=4P(C4C=CC=CC=4)C4C=CC=CC=4)C(C)(C)C=3C=CC=2)C=CC=CC=1.[C:43](=[O:46])([O-])[O-:44].[Cs+].[Cs+].Cl[C:50]1[N:55]([CH2:56][C:57]2[CH:62]=[CH:61][C:60]([Cl:63])=[CH:59][CH:58]=2)[C:54](=[O:64])[N:53]([CH2:65][CH3:66])[C:52](=[O:67])[CH:51]=1.COC(C1C=C(C=CC=1)O[NH:76][C:77]1[CH:82]=[CH:81][CH:80]=[CH:79][CH:78]=1)=O.O1CCOC[CH2:87]1. Product: [Cl:63][C:60]1[CH:61]=[CH:62][C:57]([CH2:56][N:55]2[C:50]([NH:76][C:77]3[CH:78]=[CH:79][C:80]([O:20][C:19]4[CH:14]=[CH:15][CH:16]=[C:17]([C:43]([O:44][CH3:87])=[O:46])[CH:18]=4)=[CH:81][CH:82]=3)=[CH:51][C:52](=[O:67])[N:53]([CH2:65][CH3:66])[C:54]2=[O:64])=[CH:58][CH:59]=1. The catalyst class is: 713. (10) Reactant: I[C:2]1[CH2:3][N:4]([CH2:8][C:9]2[CH:19]=[CH:18][C:12]3[N:13]=[C:14]([S:16][CH3:17])[S:15][C:11]=3[CH:10]=2)[CH:5]=[CH:6][N:7]=1.[NH3:20]. Product: [NH2:20][C:2]1[CH2:3][N:4]([CH2:8][C:9]2[CH:19]=[CH:18][C:12]3[N:13]=[C:14]([S:16][CH3:17])[S:15][C:11]=3[CH:10]=2)[CH:5]=[CH:6][N:7]=1. The catalyst class is: 16.